Dataset: Full USPTO retrosynthesis dataset with 1.9M reactions from patents (1976-2016). Task: Predict the reactants needed to synthesize the given product. (1) The reactants are: [C:9](O[C:9]([O:11][C:12]([CH3:15])([CH3:14])[CH3:13])=[O:10])([O:11][C:12]([CH3:15])([CH3:14])[CH3:13])=[O:10].CCCCCC.[NH2:22][C:23]1[C:28]([CH3:29])=[CH:27][CH:26]=[CH:25][N:24]=1. Given the product [C:12]([O:11][C:9]([NH:22][C:23]1[C:28]([CH3:29])=[CH:27][CH:26]=[CH:25][N:24]=1)=[O:10])([CH3:13])([CH3:14])[CH3:15], predict the reactants needed to synthesize it. (2) Given the product [NH2:9][CH2:8][CH2:7][N:5]1[CH:6]=[C:2]([Br:1])[CH:3]=[C:4]1[C:10]([O:12][CH3:13])=[O:11], predict the reactants needed to synthesize it. The reactants are: [Br:1][C:2]1[CH:3]=[C:4]([C:10]([O:12][CH3:13])=[O:11])[N:5]([CH2:7][C:8]#[N:9])[CH:6]=1.B.C1COCC1. (3) Given the product [Cl:17][C:16]1[N:12]([CH2:11][C:9]2[N:10]=[C:5]3[S:4][C:3]([C:23]([F:26])([F:25])[F:24])=[C:2]([CH:36]4[CH2:38][CH:37]4[C:39]#[N:40])[N:6]3[C:7](=[O:22])[CH:8]=2)[N:13]=[C:14]([C:18]([F:21])([F:20])[F:19])[CH:15]=1, predict the reactants needed to synthesize it. The reactants are: Br[C:2]1[N:6]2[C:7](=[O:22])[CH:8]=[C:9]([CH2:11][N:12]3[C:16]([Cl:17])=[CH:15][C:14]([C:18]([F:21])([F:20])[F:19])=[N:13]3)[N:10]=[C:5]2[S:4][C:3]=1[C:23]([F:26])([F:25])[F:24].C(=O)([O-])[O-].[Na+].[Na+].[K].FB(F)(F)[CH:36]1[CH2:38][CH:37]1[C:39]#[N:40]. (4) Given the product [CH:12]1([NH:11][C:5]2[N:4]=[C:3]([S:2]([CH3:1])=[O:24])[N:8]=[C:7]([S:9][CH3:10])[N:6]=2)[CH2:16][CH2:15][CH2:14][CH2:13]1, predict the reactants needed to synthesize it. The reactants are: [CH3:1][S:2][C:3]1[N:8]=[C:7]([S:9][CH3:10])[N:6]=[C:5]([NH:11][CH:12]2[CH2:16][CH2:15][CH2:14][CH2:13]2)[N:4]=1.C1(S(N2C(C3C=CC=CC=3)O2)(=O)=[O:24])C=CC=CC=1.